Dataset: Full USPTO retrosynthesis dataset with 1.9M reactions from patents (1976-2016). Task: Predict the reactants needed to synthesize the given product. Given the product [Cl:7][C:8]1[CH:9]=[N:10][CH:11]=[C:12]([Cl:29])[C:13]=1[NH:14][C:15]1[C:24]2[C:19](=[C:20]([O:27][CH2:2][C:3]([O:5][CH3:6])=[O:4])[C:21]([O:25][CH3:26])=[CH:22][CH:23]=2)[O:18][C:17](=[O:28])[CH:16]=1, predict the reactants needed to synthesize it. The reactants are: Br[CH2:2][C:3]([O:5][CH3:6])=[O:4].[Cl:7][C:8]1[CH:9]=[N:10][CH:11]=[C:12]([Cl:29])[C:13]=1[NH:14][C:15]1[C:24]2[C:19](=[C:20]([OH:27])[C:21]([O:25][CH3:26])=[CH:22][CH:23]=2)[O:18][C:17](=[O:28])[CH:16]=1.